From a dataset of Retrosynthesis with 50K atom-mapped reactions and 10 reaction types from USPTO. Predict the reactants needed to synthesize the given product. (1) The reactants are: Cc1sc(C(=O)O)c2c1[C@H]1[C@@H](C2)C1(C)C.NCc1ccc(O)cc1. Given the product Cc1sc(C(=O)NCc2ccc(O)cc2)c2c1[C@H]1[C@@H](C2)C1(C)C, predict the reactants needed to synthesize it. (2) Given the product CCCCCC(Br)C(=O)OCC(C)=O, predict the reactants needed to synthesize it. The reactants are: CC(=O)CCl.CCCCCC(Br)C(=O)O.